This data is from Forward reaction prediction with 1.9M reactions from USPTO patents (1976-2016). The task is: Predict the product of the given reaction. (1) Given the reactants [NH2:1][CH:2]1[CH2:7][CH2:6][N:5](C(OC(C)(C)C)=O)[CH2:4][CH2:3]1.C(N(CC)CC)C.[S:22]1[CH:26]=[CH:25][CH:24]=[C:23]1[C:27](Cl)=[O:28], predict the reaction product. The product is: [NH:5]1[CH2:4][CH2:3][CH:2]([NH:1][C:27]([C:23]2[S:22][CH:26]=[CH:25][CH:24]=2)=[O:28])[CH2:7][CH2:6]1. (2) Given the reactants [O:1]1[C:5]2[CH:6]=[CH:7][C:8]([S:10]([N:13]([CH2:49][CH:50]([CH3:52])[CH3:51])[CH2:14][C@@H:15]([OH:48])[C@@H:16]([NH:36][C:37](=[O:47])[O:38][C@@H:39]3[C@H:46]4[C@H:42]([O:43][CH2:44][CH2:45]4)[O:41][CH2:40]3)[CH2:17][C:18]3[CH:23]=[CH:22][C:21]([O:24][CH2:25][CH2:26][CH2:27][O:28][Si](C(C)(C)C)(C)C)=[CH:20][CH:19]=3)(=[O:12])=[O:11])=[CH:9][C:4]=2[O:3][CH2:2]1.[F-].C([N+](CCCC)(CCCC)CCCC)CCC.O1CCCC1.C(O)(=O)C, predict the reaction product. The product is: [O:1]1[C:5]2[CH:6]=[CH:7][C:8]([S:10]([N:13]([CH2:49][CH:50]([CH3:52])[CH3:51])[CH2:14][C@@H:15]([OH:48])[C@@H:16]([NH:36][C:37](=[O:47])[O:38][C@@H:39]3[C@H:46]4[C@H:42]([O:43][CH2:44][CH2:45]4)[O:41][CH2:40]3)[CH2:17][C:18]3[CH:23]=[CH:22][C:21]([O:24][CH2:25][CH2:26][CH2:27][OH:28])=[CH:20][CH:19]=3)(=[O:12])=[O:11])=[CH:9][C:4]=2[O:3][CH2:2]1.